This data is from Merck oncology drug combination screen with 23,052 pairs across 39 cell lines. The task is: Regression. Given two drug SMILES strings and cell line genomic features, predict the synergy score measuring deviation from expected non-interaction effect. Drug 1: CC1CC2C3CCC4=CC(=O)C=CC4(C)C3(F)C(O)CC2(C)C1(O)C(=O)CO. Drug 2: Cn1cc(-c2cnn3c(N)c(Br)c(C4CCCNC4)nc23)cn1. Cell line: NCIH2122. Synergy scores: synergy=-3.41.